This data is from Full USPTO retrosynthesis dataset with 1.9M reactions from patents (1976-2016). The task is: Predict the reactants needed to synthesize the given product. (1) Given the product [CH3:32][C:31]([CH3:34])([CH3:33])[C:30]([N:1]1[CH2:4][CH:3]([NH:5][C:6](=[O:20])[C:7]2[CH:12]=[CH:11][C:10]([C:13]3[CH:18]=[CH:17][CH:16]=[C:15]([F:19])[CH:14]=3)=[N:9][CH:8]=2)[CH2:2]1)=[O:35], predict the reactants needed to synthesize it. The reactants are: [NH:1]1[CH2:4][CH:3]([NH:5][C:6](=[O:20])[C:7]2[CH:12]=[CH:11][C:10]([C:13]3[CH:18]=[CH:17][CH:16]=[C:15]([F:19])[CH:14]=3)=[N:9][CH:8]=2)[CH2:2]1.CCN(C(C)C)C(C)C.[C:30](Cl)(=[O:35])[C:31]([CH3:34])([CH3:33])[CH3:32]. (2) Given the product [F:15][C:9]([F:16])([C:1]1([OH:7])[CH2:6][CH2:5][CH2:4][CH2:3][CH2:2]1)[C:10]([O:12][CH2:13][CH3:14])=[O:11], predict the reactants needed to synthesize it. The reactants are: [C:1]1(=[O:7])[CH2:6][CH2:5][CH2:4][CH2:3][CH2:2]1.Br[C:9]([F:16])([F:15])[C:10]([O:12][CH2:13][CH3:14])=[O:11].C1COCC1. (3) Given the product [Br:1][C:2]1[CH:9]=[CH:8][C:5]([CH:6]2[C:18]([C:19]3[CH:24]=[CH:23][CH:22]=[CH:21][CH:20]=3)=[C:17]([C:11]3[CH:16]=[CH:15][CH:14]=[CH:13][CH:12]=3)[NH:29][C:27](=[O:28])[NH:26]2)=[CH:4][C:3]=1[F:10], predict the reactants needed to synthesize it. The reactants are: [Br:1][C:2]1[CH:9]=[CH:8][C:5]([CH:6]=O)=[CH:4][C:3]=1[F:10].[C:11]1([C:17](=O)[CH2:18][C:19]2[CH:24]=[CH:23][CH:22]=[CH:21][CH:20]=2)[CH:16]=[CH:15][CH:14]=[CH:13][CH:12]=1.[NH2:26][C:27]([NH2:29])=[O:28]. (4) Given the product [OH:27][CH2:26][C:6]1[C:5]([CH2:3][OH:2])=[C:17]2[CH2:16][C:15]3[CH:14]=[CH:13][CH:12]=[CH:11][C:10]=3[CH2:9][N:8]2[C:7]=1[C:18]1[CH:19]=[CH:20][C:21]([O:24][CH3:25])=[CH:22][CH:23]=1, predict the reactants needed to synthesize it. The reactants are: C[O:2][C:3]([C:5]1[C:6]([C:26](OC)=[O:27])=[C:7]([C:18]2[CH:23]=[CH:22][C:21]([O:24][CH3:25])=[CH:20][CH:19]=2)[N:8]2[C:17]=1[CH2:16][C:15]1[CH:14]=[CH:13][CH:12]=[CH:11][C:10]=1[CH2:9]2)=O.[H-].[H-].[H-].[H-].[Li+].[Al+3].